The task is: Predict the reaction yield, written as a fraction of the theoretical maximum amount of product (1.0 means a 100% yield; for example, 0.34 means a 34% yield).. This data is from Reaction yield outcomes from USPTO patents with 853,638 reactions. The reactants are [C:1]([N:9]1[CH2:22][CH2:21][C:20]2[C:19]3[CH:18]=[C:17](Br)[CH:16]=[CH:15][C:14]=3[NH:13][C:12]=2[CH2:11][CH2:10]1)(=[O:8])[C:2]1[CH:7]=[CH:6][CH:5]=[CH:4][CH:3]=1.N#N.[CH3:26][O:27][C:28]1[CH:33]=[CH:32][C:31](B2OB([C:31]3[CH:32]=[CH:33][C:28]([O:27][CH3:26])=[CH:29][C:30]=3[CH3:58])OB([C:31]3[CH:32]=[CH:33][C:28]([O:27][CH3:26])=[CH:29][C:30]=3[CH3:58])O2)=[C:30]([CH3:58])[CH:29]=1.C([O-])([O-])=O.[Na+].[Na+]. The catalyst is COCCOC.CO. The product is [C:1]([N:9]1[CH2:22][CH2:21][C:20]2[C:19]3[CH:18]=[C:17]([C:31]4[CH:32]=[CH:33][C:28]([O:27][CH3:26])=[CH:29][C:30]=4[CH3:58])[CH:16]=[CH:15][C:14]=3[NH:13][C:12]=2[CH2:11][CH2:10]1)(=[O:8])[C:2]1[CH:7]=[CH:6][CH:5]=[CH:4][CH:3]=1. The yield is 0.370.